From a dataset of Full USPTO retrosynthesis dataset with 1.9M reactions from patents (1976-2016). Predict the reactants needed to synthesize the given product. (1) Given the product [Cl:27][CH2:14][C:12]1[CH:11]=[CH:10][C:9]([C:16]2[CH:21]=[C:20]([O:22][CH3:23])[CH:19]=[CH:18][C:17]=2[F:24])=[C:8]([CH:1]2[CH2:7][CH2:6][CH2:5][CH2:4][CH2:3][CH2:2]2)[CH:13]=1, predict the reactants needed to synthesize it. The reactants are: [CH:1]1([C:8]2[CH:13]=[C:12]([CH2:14]O)[CH:11]=[CH:10][C:9]=2[C:16]2[CH:21]=[C:20]([O:22][CH3:23])[CH:19]=[CH:18][C:17]=2[F:24])[CH2:7][CH2:6][CH2:5][CH2:4][CH2:3][CH2:2]1.S(Cl)([Cl:27])=O. (2) Given the product [I:15][C:8]1[CH:7]=[C:6]2[C:11]([C:12](=[O:14])[NH:13][C:4](=[O:19])[NH:5]2)=[CH:10][CH:9]=1, predict the reactants needed to synthesize it. The reactants are: C(S[C:4]1[NH:13][C:12](=[O:14])[C:11]2[C:6](=[CH:7][C:8]([I:15])=[CH:9][CH:10]=2)[N:5]=1)C.Cl.C([OH:19])C. (3) Given the product [NH2:1][C@@H:2]([C:13]([NH:15][C@H:16]([C:27]([O:29][C:30]([CH3:32])([CH3:33])[CH3:31])=[O:28])[CH2:17][CH2:18][CH2:19][CH2:20][NH:21][C:27]([O:29][C:30]([CH3:33])([CH3:32])[CH3:31])=[O:28])=[O:14])[CH2:3][C:4]1[C:12]2[C:7](=[CH:8][CH:9]=[CH:10][CH:11]=2)[NH:6][CH:5]=1, predict the reactants needed to synthesize it. The reactants are: [NH:1](C(OCC1C=CC=CC=1)=O)[C@@H:2]([C:13]([NH:15][C@H:16]([C:27]([O:29][C:30]([CH3:33])([CH3:32])[CH3:31])=[O:28])[CH2:17][CH2:18][CH2:19][CH2:20][NH:21]OC(C)(C)C)=[O:14])[CH2:3][C:4]1[C:12]2[C:7](=[CH:8][CH:9]=[CH:10][CH:11]=2)[NH:6][CH:5]=1. (4) Given the product [CH3:1][O:2][C:3]1[C:8]([O:9][CH3:10])=[CH:7][CH:6]=[CH:5][C:4]=1[CH2:11][C:12]1[N:21]([C:15]2[CH:16]=[CH:17][CH:18]=[CH:19][CH:20]=2)[C:22](=[S:25])[NH:23][N:24]=1, predict the reactants needed to synthesize it. The reactants are: [CH3:1][O:2][C:3]1[C:8]([O:9][CH3:10])=[CH:7][CH:6]=[CH:5][C:4]=1[CH2:11][C:12](O)=O.[C:15]1([NH:21][C:22](=[S:25])[NH:23][NH2:24])[CH:20]=[CH:19][CH:18]=[CH:17][CH:16]=1. (5) The reactants are: C([O:8][C:9]1[C:18]2[C:13](=[CH:14][CH:15]=[CH:16][CH:17]=2)[N:12]=[C:11]([CH2:19][O:20][C:21]2[CH:26]=[CH:25][C:24]([CH2:27][CH2:28][C:29]3([OH:34])[CH2:33][CH2:32][CH2:31][CH2:30]3)=[CH:23][CH:22]=2)[C:10]=1[CH3:35])C1C=CC=CC=1. Given the product [OH:34][C:29]1([CH2:28][CH2:27][C:24]2[CH:25]=[CH:26][C:21]([O:20][CH2:19][C:11]3[NH:12][C:13]4[C:18]([C:9](=[O:8])[C:10]=3[CH3:35])=[CH:17][CH:16]=[CH:15][CH:14]=4)=[CH:22][CH:23]=2)[CH2:30][CH2:31][CH2:32][CH2:33]1, predict the reactants needed to synthesize it. (6) The reactants are: [Cl:1][C:2]1[CH:3]=[C:4]2[C:8](=[CH:9][CH:10]=1)[NH:7][C:6](=[O:11])[C:5]2([N:21]1[CH2:35][C@H:34]([OH:36])[CH2:33][C@H:22]1[C:23]([O:25][CH2:26][C:27]1[CH:32]=[CH:31][CH:30]=[CH:29][CH:28]=1)=[O:24])[C:12]1[CH:17]=[C:16]([CH3:18])[CH:15]=[CH:14][C:13]=1[O:19][CH3:20].[CH3:37][O:38][C:39]1[CH:44]=[CH:43][C:42]([S:45](Cl)(=[O:47])=[O:46])=[C:41]([O:49][C:50]([F:53])([F:52])[F:51])[CH:40]=1. Given the product [Cl:1][C:2]1[CH:3]=[C:4]2[C:8](=[CH:9][CH:10]=1)[N:7]([S:45]([C:42]1[CH:43]=[CH:44][C:39]([O:38][CH3:37])=[CH:40][C:41]=1[O:49][C:50]([F:51])([F:52])[F:53])(=[O:47])=[O:46])[C:6](=[O:11])[C:5]2([N:21]1[CH2:35][C@H:34]([OH:36])[CH2:33][C@H:22]1[C:23]([O:25][CH2:26][C:27]1[CH:28]=[CH:29][CH:30]=[CH:31][CH:32]=1)=[O:24])[C:12]1[CH:17]=[C:16]([CH3:18])[CH:15]=[CH:14][C:13]=1[O:19][CH3:20], predict the reactants needed to synthesize it. (7) Given the product [CH3:9][N:10]1[CH:14]=[C:13]([NH:15][C:2]2[N:7]=[C:6]([NH2:8])[CH:5]=[CH:4][N:3]=2)[CH:12]=[N:11]1, predict the reactants needed to synthesize it. The reactants are: Cl[C:2]1[N:7]=[C:6]([NH2:8])[CH:5]=[CH:4][N:3]=1.[CH3:9][N:10]1[CH:14]=[C:13]([NH2:15])[CH:12]=[N:11]1.FC(F)(F)C(O)=O.N.CO. (8) Given the product [O:18]([CH2:17][C:15]1[CH:16]=[C:11]2[C:10](=[O:25])[NH:9][C@H:8]([CH2:7][O:6][Si:2]([CH3:5])([CH3:4])[CH3:3])[CH2:13][N:12]2[N:14]=1)[C:19]1[CH:20]=[CH:21][CH:22]=[CH:23][CH:24]=1, predict the reactants needed to synthesize it. The reactants are: Cl[Si:2]([CH3:5])([CH3:4])[CH3:3].[OH:6][CH2:7][C@@H:8]1[CH2:13][N:12]2[N:14]=[C:15]([CH2:17][O:18][C:19]3[CH:24]=[CH:23][CH:22]=[CH:21][CH:20]=3)[CH:16]=[C:11]2[C:10](=[O:25])[NH:9]1.Cl. (9) Given the product [NH:13]1[C:21]2[C:16](=[CH:17][CH:18]=[C:19]([CH:22]=[CH:1][C:2](=[O:7])[CH2:3][C:4](=[O:6])[CH3:5])[CH:20]=2)[CH:15]=[CH:14]1, predict the reactants needed to synthesize it. The reactants are: [CH3:1][C:2](=[O:7])[CH2:3][C:4](=[O:6])[CH3:5].B(OB=O)=O.[NH:13]1[C:21]2[C:16](=[CH:17][CH:18]=[C:19]([CH:22]=O)[CH:20]=2)[CH:15]=[CH:14]1.C(OC)(OC)OC.C(N)CCC.Cl.